Regression. Given a peptide amino acid sequence and an MHC pseudo amino acid sequence, predict their binding affinity value. This is MHC class I binding data. From a dataset of Peptide-MHC class I binding affinity with 185,985 pairs from IEDB/IMGT. (1) The peptide sequence is ITGQIIFGF. The MHC is HLA-B35:01 with pseudo-sequence HLA-B35:01. The binding affinity (normalized) is 0.142. (2) The peptide sequence is ELAYYNSCM. The MHC is HLA-B08:01 with pseudo-sequence HLA-B08:01. The binding affinity (normalized) is 0.459. (3) The peptide sequence is VSSHKGWAK. The MHC is HLA-A02:12 with pseudo-sequence HLA-A02:12. The binding affinity (normalized) is 0.0847.